Dataset: Reaction yield outcomes from USPTO patents with 853,638 reactions. Task: Predict the reaction yield, written as a fraction of the theoretical maximum amount of product (1.0 means a 100% yield; for example, 0.34 means a 34% yield). (1) The reactants are Cl.[NH2:2][CH2:3][C:4](=O)[CH2:5][CH2:6][C:7]([OH:9])=[O:8].[C:11]1([CH3:24])[CH:16]=[CH:15][C:14]([S:17]([CH2:20][C:21](=O)[CH3:22])(=[O:19])=[O:18])=[CH:13][CH:12]=1.C([O-])(=O)C.[Na+].[OH-].[K+]. The catalyst is O.C(O)C. The product is [CH3:22][C:21]1[NH:2][CH:3]=[C:4]([CH2:5][CH2:6][C:7]([OH:9])=[O:8])[C:20]=1[S:17]([C:14]1[CH:13]=[CH:12][C:11]([CH3:24])=[CH:16][CH:15]=1)(=[O:19])=[O:18]. The yield is 0.440. (2) The reactants are [CH:1]1[C:14]2[C:5](=[CH:6][C:7]3[C:12]([C:13]=2[CH2:15][N:16]([CH2:25][CH3:26])[CH2:17][CH2:18][CH2:19][NH:20][CH2:21][CH2:22][CH2:23][OH:24])=[CH:11][CH:10]=[CH:9][CH:8]=3)[CH:4]=[CH:3][CH:2]=1.[ClH:27].[CH2:28](O)[CH3:29]. No catalyst specified. The product is [ClH:27].[CH:11]1[C:12]2[C:7](=[CH:6][C:5]3[C:14]([C:13]=2[CH2:15][N:16]([CH2:25][CH3:26])[CH2:17][CH2:18][CH2:19][NH:20][CH2:21][CH2:22][CH2:23][O:24][CH2:28][CH3:29])=[CH:1][CH:2]=[CH:3][CH:4]=3)[CH:8]=[CH:9][CH:10]=1. The yield is 0.950. (3) The reactants are [C:1]([O:5][C:6]([NH:8][C@H:9]1[CH2:13][CH2:12][C@@H:11](C(O)=O)[CH2:10]1)=[O:7])([CH3:4])([CH3:3])[CH3:2].C1(P(N=[N+]=[N-])(C2C=CC=CC=2)=[O:24])C=CC=CC=1.C([N:36]([CH2:39]C)CC)C.[CH2:41]([OH:48])[C:42]1[CH:47]=[CH:46][CH:45]=[CH:44][CH:43]=1. The catalyst is C1(C)C=CC=CC=1.CN(C1C=CN=CC=1)C. The product is [C:1]([O:5][C:6](=[O:7])[NH:8][C@H:9]1[CH2:13][CH2:12][C@@H:11]([NH:36][C:39]([O:48][CH2:41][C:42]2[CH:47]=[CH:46][CH:45]=[CH:44][CH:43]=2)=[O:24])[CH2:10]1)([CH3:2])([CH3:3])[CH3:4]. The yield is 0.430. (4) The reactants are [H-].[Al+3].[Li+].[H-].[H-].[H-].C(OCC)C.[CH3:12][C:13]([CH3:34])([CH:16]([C:28]1[CH:33]=[CH:32][N:31]=[CH:30][CH:29]=1)OS(C1C=CC(C)=CC=1)(=O)=O)[C:14]#[N:15].[OH-].[Na+]. The catalyst is O1CCCC1.O. The product is [CH3:12][C:13]([CH3:34])([CH2:16][C:28]1[CH:33]=[CH:32][N:31]=[CH:30][CH:29]=1)[CH2:14][NH2:15]. The yield is 0.280. (5) The yield is 0.420. The product is [Cl:13][C:4]1[CH:3]=[C:2]([C:17]2[O:16][C:15]([CH3:14])=[N:19][CH:18]=2)[CH:7]=[CH:6][C:5]=1[CH2:8][C:9]([O:11][CH3:12])=[O:10]. The catalyst is CC(N(C)C)=O.C1C=CC([P]([Pd]([P](C2C=CC=CC=2)(C2C=CC=CC=2)C2C=CC=CC=2)([P](C2C=CC=CC=2)(C2C=CC=CC=2)C2C=CC=CC=2)[P](C2C=CC=CC=2)(C2C=CC=CC=2)C2C=CC=CC=2)(C2C=CC=CC=2)C2C=CC=CC=2)=CC=1. The reactants are Br[C:2]1[CH:7]=[CH:6][C:5]([CH2:8][C:9]([O:11][CH3:12])=[O:10])=[C:4]([Cl:13])[CH:3]=1.[CH3:14][C:15]1[O:16][CH:17]=[CH:18][N:19]=1.C(O[K])(C)=O.O. (6) The reactants are [NH:1]1[C:5]2[CH:6]=[CH:7][CH:8]=[CH:9][C:4]=2[N:3]=[C:2]1[CH2:10][N:11]([CH3:22])[CH:12]1[C:21]2[N:20]=[CH:19][CH:18]=[CH:17][C:16]=2[CH2:15][CH2:14][CH2:13]1.Cl[CH2:24][CH:25]1[CH2:30][CH2:29][CH2:28][N:27]([C:31]([O:33][C:34]([CH3:37])([CH3:36])[CH3:35])=[O:32])[CH2:26]1.CN(CC1N(CCN2CCCCC2)C2C=CC=CC=2N=1)C1C2N=CC=CC=2CCC1. The product is [CH3:22][N:11]([CH2:10][C:2]1[N:3]([CH2:24][CH:25]2[CH2:30][CH2:29][CH2:28][N:27]([C:31]([O:33][C:34]([CH3:35])([CH3:37])[CH3:36])=[O:32])[CH2:26]2)[C:4]2[CH:9]=[CH:8][CH:7]=[CH:6][C:5]=2[N:1]=1)[CH:12]1[C:21]2[N:20]=[CH:19][CH:18]=[CH:17][C:16]=2[CH2:15][CH2:14][CH2:13]1. No catalyst specified. The yield is 0.790. (7) The product is [Cl:14][C:12]1[CH:11]=[CH:10][CH:9]=[C:8]2[C:13]=1[C:5]1[C:37](=[O:38])[NH:1][C:2]([NH:3][C:4](=[O:16])[C:18]([CH3:23])([CH3:19])[CH3:17])=[N:15][C:6]=1[NH:7]2. The yield is 0.400. The reactants are [NH2:1][C:2]1[NH:3][C:4](=[O:16])[C:5]2[C:13]3[C:8](=[CH:9][CH:10]=[CH:11][C:12]=3[Cl:14])[NH:7][C:6]=2[N:15]=1.[CH3:17][C:18]1[CH:23]=CN=C(N)[C:19]=1C.C(N(CC)CC)C.C(Cl)(Cl)Cl.[CH3:37][OH:38]. No catalyst specified. (8) The reactants are Cl[C:2]1[CH:8]=[CH:7][C:6]([N+:9]([O-:11])=[O:10])=[CH:5][C:3]=1[NH2:4].C(=O)([O-])[O-].[K+].[K+].[SH:18][CH2:19][CH2:20][OH:21]. The catalyst is CN(C=O)C.C(OCC)(=O)C. The product is [NH2:4][C:3]1[CH:5]=[C:6]([N+:9]([O-:11])=[O:10])[CH:7]=[CH:8][C:2]=1[S:18][CH2:19][CH2:20][OH:21]. The yield is 0.960.